This data is from Forward reaction prediction with 1.9M reactions from USPTO patents (1976-2016). The task is: Predict the product of the given reaction. (1) Given the reactants [Na].CO.CN(C)[CH:6]=[O:7].[Br:9][C:10]1[CH:11]=[N:12][CH:13]=[C:14](Br)[CH:15]=1, predict the reaction product. The product is: [Br:9][C:10]1[CH:11]=[N:12][CH:13]=[C:14]([O:7][CH3:6])[CH:15]=1. (2) Given the reactants [O:1]1[C:5]2([CH2:10][CH2:9][NH:8][CH2:7][CH2:6]2)[O:4][CH2:3][CH2:2]1.Br[CH2:12][CH2:13][CH2:14][CH3:15].C(=O)([O-])[O-].[K+].[K+].[OH-].[Na+], predict the reaction product. The product is: [CH2:12]([N:8]1[CH2:9][CH2:10][C:5]2([O:4][CH2:3][CH2:2][O:1]2)[CH2:6][CH2:7]1)[CH2:13][CH2:14][CH3:15]. (3) Given the reactants Br[C:2]1[CH:7]=[C:6]([Br:8])[C:5]([F:9])=[CH:4][C:3]=1[F:10].C([Li])CCC.CN(C)[CH:18]=[O:19], predict the reaction product. The product is: [Br:8][C:6]1[C:5]([F:9])=[CH:4][C:3]([F:10])=[C:2]([CH:7]=1)[CH:18]=[O:19]. (4) Given the reactants [CH3:1][N:2]1[CH2:7][CH2:6][N:5]([C@H:8]2[CH2:13][CH2:12][CH2:11][C@H:10]([N:14]3[C:18]4[N:19]=[CH:20][N:21]=[C:22]([NH2:23])[C:17]=4[C:16]([C:24]4[CH:29]=[CH:28][C:27]([O:30][C:31]5[CH:36]=[CH:35][CH:34]=[CH:33][CH:32]=5)=[CH:26][CH:25]=4)=[CH:15]3)[CH2:9]2)[CH2:4][CH2:3]1.[ClH:37], predict the reaction product. The product is: [ClH:37].[ClH:37].[ClH:37].[CH3:1][N:2]1[CH2:3][CH2:4][N:5]([C@H:8]2[CH2:13][CH2:12][CH2:11][C@H:10]([N:14]3[C:18]4[N:19]=[CH:20][N:21]=[C:22]([NH2:23])[C:17]=4[C:16]([C:24]4[CH:29]=[CH:28][C:27]([O:30][C:31]5[CH:36]=[CH:35][CH:34]=[CH:33][CH:32]=5)=[CH:26][CH:25]=4)=[CH:15]3)[CH2:9]2)[CH2:6][CH2:7]1. (5) Given the reactants Cl[C:2]1[C:11]2[C:6](=[CH:7][CH:8]=[C:9]([C:12]3[S:16][C:15]([CH2:17][NH:18][C:19]4[N:36]=[CH:35][CH:34]=[CH:33][C:20]=4[C:21]([NH:23][C@H:24]([C:26]4[CH:31]=[CH:30][C:29]([F:32])=[CH:28][CH:27]=4)[CH3:25])=[O:22])=[CH:14][CH:13]=3)[CH:10]=2)[N:5]=[CH:4][N:3]=1.[CH2:37]([NH2:40])[CH2:38][NH2:39], predict the reaction product. The product is: [NH2:39][CH2:38][CH2:37][NH:40][C:2]1[C:11]2[C:6](=[CH:7][CH:8]=[C:9]([C:12]3[S:16][C:15]([CH2:17][NH:18][C:19]4[N:36]=[CH:35][CH:34]=[CH:33][C:20]=4[C:21]([NH:23][C@H:24]([C:26]4[CH:31]=[CH:30][C:29]([F:32])=[CH:28][CH:27]=4)[CH3:25])=[O:22])=[CH:14][CH:13]=3)[CH:10]=2)[N:5]=[CH:4][N:3]=1. (6) Given the reactants [F:1][C:2]1[CH:7]=[C:6]([F:8])[CH:5]=[CH:4][C:3]=1[CH2:9][C:10]([CH2:12][N+:13]([O-:15])=[O:14])=O.C([O-])(=O)C.[NH4+:20], predict the reaction product. The product is: [F:1][C:2]1[CH:7]=[C:6]([F:8])[CH:5]=[CH:4][C:3]=1[CH2:9]/[C:10](/[NH2:20])=[CH:12]/[N+:13]([O-:15])=[O:14]. (7) Given the reactants [N:1]1[CH:6]=[CH:5][C:4]([C:7]2[N:8]=[C:9](OS(C3C(C(C)C)=CC(C(C)C)=CC=3C(C)C)(=O)=O)[C:10]3[C:15]4[CH2:16][CH2:17][CH2:18][CH2:19][C:14]=4[S:13][C:11]=3[N:12]=2)=[CH:3][CH:2]=1.C(OC(=O)[NH:45][C@@H:46]([CH2:49][C:50]1[CH:55]=[CH:54][C:53]([CH3:56])=[CH:52][CH:51]=1)[CH2:47]N)(C)(C)C.[CH3:58]CN(CC)CC, predict the reaction product. The product is: [CH3:56][C:53]1[CH:52]=[CH:51][C:50]([CH2:49][C@@H:46]([NH2:45])[CH2:47][CH2:58][C:9]2[C:10]3[C:15]4[CH2:16][CH2:17][CH2:18][CH2:19][C:14]=4[S:13][C:11]=3[N:12]=[C:7]([C:4]3[CH:5]=[CH:6][N:1]=[CH:2][CH:3]=3)[N:8]=2)=[CH:55][CH:54]=1. (8) Given the reactants [CH3:1][NH2:2].CO.[CH3:5][C:6]1[N:7]=[CH:8][C:9]([C:12](=[O:15])[CH:13]=[CH2:14])=[N:10][CH:11]=1, predict the reaction product. The product is: [CH3:1][NH:2][CH2:14][CH2:13][C:12]([C:9]1[CH:8]=[N:7][C:6]([CH3:5])=[CH:11][N:10]=1)=[O:15].